This data is from Full USPTO retrosynthesis dataset with 1.9M reactions from patents (1976-2016). The task is: Predict the reactants needed to synthesize the given product. (1) Given the product [Cl:22][C:3]1[C:2]([F:1])=[CH:10][CH:9]=[CH:8][C:4]=1[C:5]([OH:7])=[O:6], predict the reactants needed to synthesize it. The reactants are: [F:1][C:2]1[CH:3]=[C:4]([CH:8]=[CH:9][CH:10]=1)[C:5]([OH:7])=[O:6].NCCCCN.[Li]C(CC)C.[Cl:22]C(Cl)(Cl)C(Cl)(Cl)Cl. (2) Given the product [C:38]([C:2]1[CH:3]=[C:4]([O:35][CH3:36])[C:5]2[N:6]([C:8]([C:29]3[CH:30]=[CH:31][CH:32]=[CH:33][CH:34]=3)=[C:9]([C:11]3[CH:12]=[CH:13][C:14]([C:17]4([NH:21][C:22](=[O:28])[O:23][C:24]([CH3:26])([CH3:27])[CH3:25])[CH2:18][CH2:19][CH2:20]4)=[CH:15][CH:16]=3)[N:10]=2)[N:7]=1)(=[O:39])[NH2:37], predict the reactants needed to synthesize it. The reactants are: Cl[C:2]1[CH:3]=[C:4]([O:35][CH3:36])[C:5]2[N:6]([C:8]([C:29]3[CH:34]=[CH:33][CH:32]=[CH:31][CH:30]=3)=[C:9]([C:11]3[CH:16]=[CH:15][C:14]([C:17]4([NH:21][C:22](=[O:28])[O:23][C:24]([CH3:27])([CH3:26])[CH3:25])[CH2:20][CH2:19][CH2:18]4)=[CH:13][CH:12]=3)[N:10]=2)[N:7]=1.[NH3:37].[CH3:38][OH:39]. (3) Given the product [O:63]1[C:64]2[CH:65]=[CH:66][C:58]([CH2:57][NH:67][C:21]([C:20]3[CH:19]=[N:18][N:11]4[C@H:12]([C:14]([F:15])([F:16])[F:17])[CH2:13][C@H:8]([C:5]5[CH:4]=[CH:3][C:2]([Br:1])=[CH:7][CH:6]=5)[NH:9][C:10]=34)=[O:22])=[CH:59][C:60]=2[O:61][CH2:62]1, predict the reactants needed to synthesize it. The reactants are: [Br:1][C:2]1[CH:7]=[CH:6][C:5]([C@H:8]2[CH2:13][C@@H:12]([C:14]([F:17])([F:16])[F:15])[N:11]3[N:18]=[CH:19][C:20]([C:21](O)=[O:22])=[C:10]3[NH:9]2)=[CH:4][CH:3]=1.CN(C(ON1N=NC2C=CC=NC1=2)=[N+](C)C)C.F[P-](F)(F)(F)(F)F.C(N(CC)C(C)C)(C)C.[CH2:57]([NH2:67])[C:58]1[CH:66]=[CH:65][C:64]2[O:63][CH2:62][O:61][C:60]=2[CH:59]=1. (4) Given the product [CH3:24][C:9]1[N:8]([C:5]2[CH:6]=[CH:7][C:2]([C:27]3[CH:28]=[CH:29][O:25][CH:26]=3)=[CH:3][CH:4]=2)[C:12]([C:13]2[CH:18]=[CH:17][C:16]([S:19]([CH3:22])(=[O:21])=[O:20])=[CH:15][CH:14]=2)=[CH:11][C:10]=1[CH3:23], predict the reactants needed to synthesize it. The reactants are: Br[C:2]1[CH:7]=[CH:6][C:5]([N:8]2[C:12]([C:13]3[CH:18]=[CH:17][C:16]([S:19]([CH3:22])(=[O:21])=[O:20])=[CH:15][CH:14]=3)=[CH:11][C:10]([CH3:23])=[C:9]2[CH3:24])=[CH:4][CH:3]=1.[O:25]1[CH:29]=[CH:28][C:27](B(O)O)=[CH:26]1. (5) Given the product [NH2:7][CH2:8][C:9]1[CH:10]=[CH:11][C:12]([NH:15][C:16]2[C:17]3[C:24]([C:25]([C:26]4[CH:27]=[CH:28][CH:29]=[CH:30][CH:31]=4)=[O:32])=[CH:23][NH:22][C:18]=3[N:19]=[CH:20][N:21]=2)=[CH:13][CH:14]=1, predict the reactants needed to synthesize it. The reactants are: C(OC(=O)[NH:7][CH2:8][C:9]1[CH:14]=[CH:13][C:12]([NH:15][C:16]2[C:17]3[C:24]([C:25](=[O:32])[C:26]4[CH:31]=[CH:30][CH:29]=[CH:28][CH:27]=4)=[CH:23][NH:22][C:18]=3[N:19]=[CH:20][N:21]=2)=[CH:11][CH:10]=1)(C)(C)C.C(O)(C(F)(F)F)=O.